This data is from Forward reaction prediction with 1.9M reactions from USPTO patents (1976-2016). The task is: Predict the product of the given reaction. (1) The product is: [Br:1][C:2]1[CH:3]=[C:4]([O:12][Si:22]([C:19]([CH3:21])([CH3:20])[CH3:18])([CH3:24])[CH3:23])[CH:5]=[C:6]2[C:10]=1[C:9](=[O:11])[NH:8][CH2:7]2. Given the reactants [Br:1][C:2]1[CH:3]=[C:4]([OH:12])[CH:5]=[C:6]2[C:10]=1[C:9](=[O:11])[NH:8][CH2:7]2.N1C=CN=C1.[CH3:18][C:19]([Si:22](Cl)([CH3:24])[CH3:23])([CH3:21])[CH3:20].C([O-])(O)=O.[Na+], predict the reaction product. (2) Given the reactants [OH:1][CH:2]([C:7]([O:20][CH3:21])([C:14]1[CH:19]=[CH:18][CH:17]=[CH:16][CH:15]=1)[C:8]1[CH:13]=[CH:12][CH:11]=[CH:10][CH:9]=1)[C:3]([O:5][CH3:6])=[O:4].C(O)(=O)C, predict the reaction product. The product is: [CH:8]1([C:7]([CH:14]2[CH2:19][CH2:18][CH2:17][CH2:16][CH2:15]2)([O:20][CH3:21])[CH:2]([OH:1])[C:3]([O:5][CH3:6])=[O:4])[CH2:9][CH2:10][CH2:11][CH2:12][CH2:13]1. (3) Given the reactants [CH3:1][N:2]1[CH2:8][CH2:7][CH2:6][C:5]2[CH:9]=[CH:10][C:11]([NH2:13])=[CH:12][C:4]=2[CH2:3]1.N1C=CC=CC=1.[Cl:20][C:21]1[C:26]([Cl:27])=[CH:25][CH:24]=[CH:23][C:22]=1[S:28](Cl)(=[O:30])=[O:29], predict the reaction product. The product is: [Cl:20][C:21]1[C:26]([Cl:27])=[CH:25][CH:24]=[CH:23][C:22]=1[S:28]([NH:13][C:11]1[CH:10]=[CH:9][C:5]2[CH2:6][CH2:7][CH2:8][N:2]([CH3:1])[CH2:3][C:4]=2[CH:12]=1)(=[O:30])=[O:29]. (4) Given the reactants C[O:2][C:3]1[N:8]=[CH:7][C:6]([C:9]2[CH:14]=[C:13]([C:15]([O:17]C)=[O:16])[CH:12]=[CH:11][C:10]=2[C:19]2[CH:24]=[C:23]([C:25]([F:28])([F:27])[F:26])[CH:22]=[C:21]([C:29]([F:32])([F:31])[F:30])[CH:20]=2)=[CH:5][CH:4]=1.C(O)(=O)C.C([O-])(O)=O.[Na+], predict the reaction product. The product is: [OH:2][C:3]1[N:8]=[CH:7][C:6]([C:9]2[CH:14]=[C:13]([C:15]([OH:17])=[O:16])[CH:12]=[CH:11][C:10]=2[C:19]2[CH:24]=[C:23]([C:25]([F:26])([F:27])[F:28])[CH:22]=[C:21]([C:29]([F:32])([F:30])[F:31])[CH:20]=2)=[CH:5][CH:4]=1.